Dataset: Forward reaction prediction with 1.9M reactions from USPTO patents (1976-2016). Task: Predict the product of the given reaction. (1) Given the reactants BrCCCCC.[Cl:7][C:8]1[CH:15]=[CH:14][C:11]([CH2:12]Cl)=[CH:10][CH:9]=1.N1C2C(=CC=CC=2)C(=O)C1=O.[CH3:27][C:28]1[CH:29]=[C:30]2[C:34](=[CH:35][CH:36]=1)[NH:33][C:32](=[O:37])[C:31]2=[O:38], predict the reaction product. The product is: [Cl:7][C:8]1[CH:15]=[CH:14][C:11]([CH2:12][N:33]2[C:34]3[C:30](=[CH:29][C:28]([CH3:27])=[CH:36][CH:35]=3)[C:31](=[O:38])[C:32]2=[O:37])=[CH:10][CH:9]=1. (2) Given the reactants [Br:1][C:2]1[CH:3]=[CH:4][CH:5]=[C:6]2[C:10]=1[N:9]([CH3:11])[N:8]=[C:7]2[NH:12][C:13](=[O:18])[C:14]([F:17])([F:16])[F:15].CCN(C(C)C)C(C)C.FC(F)(F)S(O[CH2:34][CH:35]([F:37])[F:36])(=O)=O, predict the reaction product. The product is: [Br:1][C:2]1[CH:3]=[CH:4][CH:5]=[C:6]2[C:10]=1[N:9]([CH3:11])[N:8]=[C:7]2[N:12]([CH2:34][CH:35]([F:37])[F:36])[C:13](=[O:18])[C:14]([F:16])([F:15])[F:17]. (3) Given the reactants [Br:1][C:2]1[CH:3]=[CH:4][C:5]([OH:20])=[C:6]([CH2:8][N:9]2[C:13]([CH3:14])=[CH:12][C:11]([C:15]([O:17]CC)=[O:16])=[N:10]2)[CH:7]=1.[OH-].[Na+].Br[CH2:24][C:25]1[CH:30]=[CH:29][C:28]([F:31])=[CH:27][C:26]=1[F:32].[OH-].[Li+].Cl, predict the reaction product. The product is: [Br:1][C:2]1[CH:3]=[CH:4][C:5]([O:20][CH2:24][C:25]2[CH:30]=[CH:29][C:28]([F:31])=[CH:27][C:26]=2[F:32])=[C:6]([CH2:8][N:9]2[C:13]([CH3:14])=[CH:12][C:11]([C:15]([OH:17])=[O:16])=[N:10]2)[CH:7]=1.